Dataset: Forward reaction prediction with 1.9M reactions from USPTO patents (1976-2016). Task: Predict the product of the given reaction. (1) Given the reactants Br[C:2]1[CH:7]=[CH:6][CH:5]=[C:4]([S:8]([CH3:11])(=[O:10])=[O:9])[CH:3]=1.C1(P(C2C=CC=CC=2)C2C=CC=CC=2)C=CC=CC=1.[CH3:31][Si:32]([C:35]#[CH:36])([CH3:34])[CH3:33], predict the reaction product. The product is: [CH3:11][S:8]([C:4]1[CH:3]=[C:2]([C:36]#[C:35][Si:32]([CH3:34])([CH3:33])[CH3:31])[CH:7]=[CH:6][CH:5]=1)(=[O:10])=[O:9]. (2) Given the reactants [CH3:1][S:2]([C:5]1[CH:10]=[CH:9][C:8]([N:11]2[C:15]([CH:16]=[O:17])=[CH:14][CH:13]=[N:12]2)=[CH:7][CH:6]=1)(=[O:4])=[O:3].[BH4-].[Na+], predict the reaction product. The product is: [CH3:1][S:2]([C:5]1[CH:6]=[CH:7][C:8]([N:11]2[C:15]([CH2:16][OH:17])=[CH:14][CH:13]=[N:12]2)=[CH:9][CH:10]=1)(=[O:3])=[O:4].